From a dataset of Reaction yield outcomes from USPTO patents with 853,638 reactions. Predict the reaction yield, written as a fraction of the theoretical maximum amount of product (1.0 means a 100% yield; for example, 0.34 means a 34% yield). The reactants are [Li+].[BH4-].[F:3][C:4]1[CH:13]=[CH:12][C:7]([C:8](OC)=[O:9])=[CH:6][C:5]=1[OH:14]. The catalyst is C1COCC1. The product is [F:3][C:4]1[CH:13]=[CH:12][C:7]([CH2:8][OH:9])=[CH:6][C:5]=1[OH:14]. The yield is 0.660.